Dataset: Experimentally validated miRNA-target interactions with 360,000+ pairs, plus equal number of negative samples. Task: Binary Classification. Given a miRNA mature sequence and a target amino acid sequence, predict their likelihood of interaction. (1) The miRNA is hsa-miR-1263 with sequence AUGGUACCCUGGCAUACUGAGU. The protein sequence of the target gene is MNYDSQQPPLPPLPYAGCRRASGFPALGRGGTVPVGVWGGAGQGREGRSWGEGPRGPGLGRRDLSSADPAVLGATMESRCYGCAVKFTLFKKEYGCKNCGRAFCSGCLSFSAAVPRTGNTQQKVCKQCHEVLTRGSSANASKWSPPQNYKKRVAALEAKQKPSTSQSQGLTRQDQMIAERLARLRQENKPKLVPSQAEIEARLAALKDERQGSIPSTQEMEARLAALQGRVLPSQTPQPAHHTPDTRTQAQQTQDLLTQLAAEVAIDESWKGGGPAASLQNDLNQGGPGSTNSKRQANWS.... Result: 0 (no interaction). (2) The miRNA is hsa-miR-6851-5p with sequence AGGAGGUGGUACUAGGGGCCAGC. The protein sequence of the target gene is MNLPRAERLRSTPQRSLRDSDGEDGKIDVLGEEEDEDEVEDEEEAASQQFLEQSLQPGLQVARWGGVALPREHIEGGGGPSDPSEFGTKFRAPPRSAAASEDARQPAKPPYSYIALITMAILQNPHKRLTLSGICAFISGRFPYYRRKFPAWQNSIRHNLSLNDCFVKIPREPGHPGKGNYWSLDPASQDMFDNGSFLRRRKRFKRHQLTPGAHLPHPFPLPAAHAALHNPHPGPLLGAPAPPQPVPGAYPNTAPGRRPYALLHPHPLRYLLLSAPVYAGAPKKAEGAALATPAPFPCCS.... Result: 0 (no interaction). (3) The miRNA is hsa-miR-92a-3p with sequence UAUUGCACUUGUCCCGGCCUGU. The protein sequence of the target gene is MVIAGASWMLGRAAASPTQTPPTTSTIRVARRSRVALVAMVIAAAGSGGPGRAEPQLSQPSLDCGRMRSSLTPLGPPVSRDRVIASFPKWYTPEACLQLREHFHGQVSAACQRRNTGTVGLKLSKVVVVGDLYVGKTSLIHRFCKNVFDRDYKATIGVDFEIERFEIAGIPYSLQIWDTAGQEKFKCIASAYYRGAQVIITAFDLTDVQTLEHTRQWLEDALRENEAGSCFIFLVGTKKDLLSGAACEQAEADAVHLAREMQAEYWSVSAKTGENVKAFFSRVAALAFEQSVLQDLERQS.... Result: 1 (interaction). (4) The miRNA is hsa-miR-1272 with sequence GAUGAUGAUGGCAGCAAAUUCUGAAA. The protein sequence of the target gene is MSATYTNTITQRRKTAKVRQQQQHQWTGSDLSGESNERLHFRSRSTNSMQQHTAISNSPSPLCCNGARALTMLNCCVDVNCHLNAPLRGSVNRHTTPTPTPTATPTPVATPKQASPSPTSDRSRSLSRSPSPSRSRSLSCQKQIDKNSAGAASAEERKTANASSQPFTVNLRIDLFSWTLFLLAFGTRFYKLATPPHIVFDELHYGKYISMYMRNIFFFDQHPPLGKQLIAGLVSLAGYDGNYTFTRIGEPYSPEMPIFWFRFLPAMCGSLLAPAVYNLLLEAKLSRWSSALGGLLVVLD.... Result: 0 (no interaction). (5) The miRNA is hsa-miR-6859-3p with sequence UGACCCCCAUGUCGCCUCUGUAG. The protein sequence of the target gene is MMGEAAVAAGPCPLREDSFTRFSSQSNVYGLAGGAGGRGELLAATLKGKVLGFRYQDLRQKIRPVAKELQFNYIPVDAEIVSIDTFNKSPPKRGLVVGITFIKDSGDKGSPFLNIYCDYEPGSEYNLDSIAQSCLNLELQFTPFQLCHAEVQVGDQLETVFLLSGNDPAIHLYKENEGLHQFEEQPVENLFPELTNLTSSVLWLDVHNFPGTSRRLSALGCQSGYVRVAHVDQRSREVLQMWSVLQDGPISRVIVFSLSAAKETKDRPLQDEYSVLVASMLEPAVVYRDLLNRGLEDQLL.... Result: 0 (no interaction). (6) The miRNA is hsa-miR-4778-5p with sequence AAUUCUGUAAAGGAAGAAGAGG. The protein sequence of the target gene is MEEPMAFSSLRGSDRCPADDSLKKYEQSVKLSGIKRDIEELCEAVPQLVNVFKIKDKIGEGTFSSVYLATAQLQEGHEEKIALKHLIPTSHPMRIAAELQCLTVAGGQDNVMGLKYCFRKNDHVVIAMPYLEHESFLDILNSLSFQEVREYMYNLFVALKRIHQFGIVHRDVKPSNFLYNRRLKKYALVDFGLAQGTRDTKIELLKFVQSEAQQEDCSRNKYHGVVGHKGLLSRPAPKTVDQQCTPKTSVKRSYTQVHIKQGKDGKERSVGLSVQRSVFGERNFNIHSSISHESPAEKLI.... Result: 0 (no interaction). (7) The miRNA is hsa-miR-6798-3p with sequence CUACCCCCCAUCCCCCUGUAG. The protein sequence of the target gene is MAAAEPAVLALPNSGAGGAGAPSGTVPVLFCFSVFARPSSVPHGAGYELLIQKFLSLYGDQIDMHRKFVVQLFAEEWGQYVDLPKGFAVSERCKVRLVPLQIQLTTLGNLTPSSTVFFCCDMQERFRPAIKYFGDIISVGQRLLQGARILGIPVIVTEQYPKGLGSTVQEIDLTGVKLVLPKTKFSMVLPEVEAALAEIPGVRSVVLFGVETHVCIQQTALELVGRGVEVHIVADATSSRSMMDRMFALERLARTGIIVTTSEAVLLQLVADKDHPKFKEIQNLIKASAPESGLLSKV. Result: 0 (no interaction). (8) The miRNA is hsa-miR-3943 with sequence UAGCCCCCAGGCUUCACUUGGCG. The protein sequence of the target gene is MEAAADGPAETQSPVEKDSPAKTQSPAQDTSIMSRNNADTGRVLALPEHKKKRKGNLPAESVKILRDWMYKHRFKAYPSEEEKQMLSEKTNLSLLRISNWFINARRRILPDMLQQRRNDPIIGHKTGKDAHATHLQSTEASVPAKSGPVVQTMYKACPCGPCQRARCQERSNQIRSRPLARSSPE. Result: 0 (no interaction). (9) The miRNA is hsa-miR-107 with sequence AGCAGCAUUGUACAGGGCUAUCA. The protein sequence of the target gene is MISVKRNTWRALSLVIGDCRKKGNFEYCQDRTEKHSTMPDSPVDVKTQSRLTPPTMPPPPTTQGAPRTSSFTPTTLTNGTSHSPTALNGAPSPPNGFSNGPSSSSSSSLANQQLPPACGARQLSKLKRFLTTLQQFGNDISPEIGERVRTLVLGLVNSTLTIEEFHSKLQEATNFPLRPFVIPFLKANLPLLQRELLHCARLAKQNPAQYLAQHEQLLLDASTTSPVDSSELLLDVNENGKRRTPDRTKENGFDREPLHSEHPSKRPCTISPGQRYSPNNGLSYQPNGLPHPTPPPPQHY.... Result: 1 (interaction).